This data is from Catalyst prediction with 721,799 reactions and 888 catalyst types from USPTO. The task is: Predict which catalyst facilitates the given reaction. (1) Reactant: [Cl:1][C:2]1[CH:7]=[CH:6][C:5]([CH:8]([CH:14]2[CH2:16][C:15]2([F:18])[F:17])[CH2:9][C:10]([O:12]C)=[O:11])=[CH:4][C:3]=1[NH:19][C:20](=[O:35])[C@H:21]([C:28]1[CH:33]=[CH:32][C:31]([Cl:34])=[CH:30][CH:29]=1)[C@@H:22]([CH3:27])[C:23]([F:26])([F:25])[F:24].O.[OH-].[Li+].Cl. Product: [Cl:1][C:2]1[CH:7]=[CH:6][C:5]([CH:8]([CH:14]2[CH2:16][C:15]2([F:17])[F:18])[CH2:9][C:10]([OH:12])=[O:11])=[CH:4][C:3]=1[NH:19][C:20](=[O:35])[CH:21]([C:28]1[CH:33]=[CH:32][C:31]([Cl:34])=[CH:30][CH:29]=1)[C@@H:22]([CH3:27])[C:23]([F:24])([F:25])[F:26]. The catalyst class is: 38. (2) Reactant: [F:1][C:2]1[CH:9]=[CH:8][C:5]([CH:6]=O)=[CH:4][CH:3]=1.[C:10](Br)(Br)([Br:12])[Br:11].C1(P(C2C=CC=CC=2)C2C=CC=CC=2)C=CC=CC=1. Product: [Br:11][C:10]([Br:12])=[CH:6][C:5]1[CH:8]=[CH:9][C:2]([F:1])=[CH:3][CH:4]=1. The catalyst class is: 2. (3) Reactant: C([O:3][C:4](=[O:31])[C:5]1[CH:10]=[CH:9][C:8](/[CH:11]=[CH:12]/[C:13]2([CH2:26][CH2:27][CH2:28][CH2:29][CH3:30])[CH2:21][C:20]3[C:19]([CH3:23])([CH3:22])[CH2:18][CH2:17][C:16]([CH3:25])([CH3:24])[C:15]=3[CH2:14]2)=[CH:7][CH:6]=1)C.[OH-].[K+].C1COCC1. Product: [CH3:23][C:19]1([CH3:22])[CH2:18][CH2:17][C:16]([CH3:24])([CH3:25])[C:15]2[CH2:14][C:13]([CH:12]=[CH:11][C:8]3[CH:7]=[CH:6][C:5]([C:4]([OH:31])=[O:3])=[CH:10][CH:9]=3)([CH2:26][CH2:27][CH2:28][CH2:29][CH3:30])[CH2:21][C:20]1=2. The catalyst class is: 40.